Dataset: NCI-60 drug combinations with 297,098 pairs across 59 cell lines. Task: Regression. Given two drug SMILES strings and cell line genomic features, predict the synergy score measuring deviation from expected non-interaction effect. (1) Drug 1: C1CCC(CC1)NC(=O)N(CCCl)N=O. Drug 2: CCC(=C(C1=CC=CC=C1)C2=CC=C(C=C2)OCCN(C)C)C3=CC=CC=C3.C(C(=O)O)C(CC(=O)O)(C(=O)O)O. Cell line: OVCAR-5. Synergy scores: CSS=2.10, Synergy_ZIP=-3.31, Synergy_Bliss=-3.95, Synergy_Loewe=-5.94, Synergy_HSA=-5.03. (2) Drug 1: C1=CC(=C2C(=C1NCCNCCO)C(=O)C3=C(C=CC(=C3C2=O)O)O)NCCNCCO. Drug 2: CC1CCC2CC(C(=CC=CC=CC(CC(C(=O)C(C(C(=CC(C(=O)CC(OC(=O)C3CCCCN3C(=O)C(=O)C1(O2)O)C(C)CC4CCC(C(C4)OC)O)C)C)O)OC)C)C)C)OC. Cell line: UACC62. Synergy scores: CSS=44.3, Synergy_ZIP=-9.96, Synergy_Bliss=-6.10, Synergy_Loewe=-0.917, Synergy_HSA=0.186.